This data is from Catalyst prediction with 721,799 reactions and 888 catalyst types from USPTO. The task is: Predict which catalyst facilitates the given reaction. (1) Reactant: [CH2:1](OCC)C.C[Li].O1CCCC1.[CH3:13][O:14][C:15]1[CH:20]=[CH:19][C:18]([N:21]2[CH2:26][CH2:25][N:24]([C:27]3[C:28]([CH3:41])=[C:29]([CH3:40])[C:30]4[O:34][C:33]([CH3:36])([CH3:35])[C:32](=[O:37])[C:31]=4[C:38]=3[CH3:39])[CH2:23][CH2:22]2)=[CH:17][CH:16]=1. Product: [CH3:13][O:14][C:15]1[CH:16]=[CH:17][C:18]([N:21]2[CH2:22][CH2:23][N:24]([C:27]3[C:28]([CH3:41])=[C:29]([CH3:40])[C:30]4[O:34][C:33]([CH3:36])([CH3:35])[C:32]([CH3:1])([OH:37])[C:31]=4[C:38]=3[CH3:39])[CH2:25][CH2:26]2)=[CH:19][CH:20]=1. The catalyst class is: 84. (2) Reactant: Cl[C:2]1[C:7]([C:8]([C:10]2[CH:15]=[C:14]([O:16][CH3:17])[C:13]([O:18][CH3:19])=[C:12]([O:20][CH3:21])[CH:11]=2)=[O:9])=[CH:6][C:5]([C:22]2[S:23][CH:24]=[CH:25][N:26]=2)=[CH:4][N:3]=1.O.[NH3:28]. Product: [NH2:28][C:2]1[C:7]([C:8]([C:10]2[CH:15]=[C:14]([O:16][CH3:17])[C:13]([O:18][CH3:19])=[C:12]([O:20][CH3:21])[CH:11]=2)=[O:9])=[CH:6][C:5]([C:22]2[S:23][CH:24]=[CH:25][N:26]=2)=[CH:4][N:3]=1. The catalyst class is: 32.